From a dataset of TCR-epitope binding with 47,182 pairs between 192 epitopes and 23,139 TCRs. Binary Classification. Given a T-cell receptor sequence (or CDR3 region) and an epitope sequence, predict whether binding occurs between them. (1) The epitope is FLNGSCGSV. The TCR CDR3 sequence is CASSWAQGIDTEAFF. Result: 1 (the TCR binds to the epitope). (2) The TCR CDR3 sequence is CASSFSWRVNYNEQFF. The epitope is TLIGDCATV. Result: 1 (the TCR binds to the epitope). (3) The epitope is ILHCANFNV. The TCR CDR3 sequence is CASSVLTGGRETQYF. Result: 0 (the TCR does not bind to the epitope). (4) The epitope is CINGVCWTV. The TCR CDR3 sequence is CASSPRTSGGYQETQYF. Result: 1 (the TCR binds to the epitope).